From a dataset of Forward reaction prediction with 1.9M reactions from USPTO patents (1976-2016). Predict the product of the given reaction. (1) Given the reactants [C:1]([Br:5])(Br)(Br)[Br:2].C1(P(C2C=CC=CC=2)C2C=CC=CC=2)C=CC=CC=1.[CH2:25]([CH:27]([CH2:35][CH3:36])[CH2:28][CH:29]1[CH2:32][CH:31]([CH:33]=O)[CH2:30]1)[CH3:26].C(=O)(O)[O-].[Na+], predict the reaction product. The product is: [Br:2][C:1]([Br:5])=[CH:33][CH:31]1[CH2:32][CH:29]([CH2:28][CH:27]([CH2:25][CH3:26])[CH2:35][CH3:36])[CH2:30]1. (2) Given the reactants C(OC(=O)[N:10]([CH2:17][C:18]1[CH:51]=[CH:50][C:21]2[N:22]([CH2:35][CH:36]3[CH2:40][CH2:39][CH2:38][N:37]3[C:41](=[O:49])[C:42]([C:47]#[N:48])=[CH:43][CH:44]([CH3:46])[CH3:45])[C:23]([NH:25][C:26](=[O:34])[C:27]3[CH:32]=[CH:31][C:30]([Cl:33])=[CH:29][CH:28]=3)=[N:24][C:20]=2[CH:19]=1)[C@H:11]([C:13]([CH3:16])([CH3:15])[CH3:14])[CH3:12])C1C=CC=CC=1.Br, predict the reaction product. The product is: [Cl:33][C:30]1[CH:29]=[CH:28][C:27]([C:26]([NH:25][C:23]2[N:22]([CH2:35][CH:36]3[CH2:40][CH2:39][CH2:38][N:37]3[C:41](=[O:49])[C:42]([C:47]#[N:48])=[CH:43][CH:44]([CH3:46])[CH3:45])[C:21]3[CH:50]=[CH:51][C:18]([CH2:17][NH:10][C@H:11]([C:13]([CH3:14])([CH3:16])[CH3:15])[CH3:12])=[CH:19][C:20]=3[N:24]=2)=[O:34])=[CH:32][CH:31]=1.